This data is from Full USPTO retrosynthesis dataset with 1.9M reactions from patents (1976-2016). The task is: Predict the reactants needed to synthesize the given product. (1) Given the product [NH2:42][CH:41]1[NH:43][C:44]([OH:45])=[C:46]2[C:39]([N:38]=[CH:37][C:36]([CH2:35][NH:34][C:33]3[CH:32]=[CH:31][C:30]([C:28]([NH:27][CH:23]([C:24]([OH:26])=[O:25])[CH2:22][CH2:21][C:20]([O:51][C:9]4[C:4]([CH:1]([CH3:2])[CH3:3])=[C:5]([C:6]([OH:10])=[CH:7][CH:8]=4)[O:16][C:15](=[O:17])/[CH:14]=[CH:13]/[C:12]([OH:19])=[O:18])=[O:50])=[O:29])=[CH:49][CH:48]=3)=[N:47]2)=[N:40]1, predict the reactants needed to synthesize it. The reactants are: [CH:1]([C:4]1[CH:9]=[CH:8][CH:7]=[C:6]([OH:10])[C:5]=1C)([CH3:3])[CH3:2].[C:12]([OH:19])(=[O:18])/[CH:13]=[CH:14]/[C:15]([OH:17])=[O:16].[C:20]([OH:51])(=[O:50])[CH2:21][CH2:22][C@H:23]([NH:27][C:28]([C:30]1[CH:49]=[CH:48][C:33]([NH:34][CH2:35][C:36]2[N:47]=[C:46]3[C:39]([N:40]=[C:41]([NH:43][C:44]3=[O:45])[NH2:42])=[N:38][CH:37]=2)=[CH:32][CH:31]=1)=[O:29])[C:24]([OH:26])=[O:25]. (2) Given the product [Cl:22][C:17]1[CH:16]=[C:15]([NH:14][C:5]2[C:4]3[C:9](=[CH:10][CH:11]=[C:2]([NH:1][CH2:23][C:25]4[N:26]([CH2:30][C:31]([O:33][CH3:34])=[O:32])[CH:27]=[CH:28][N:29]=4)[CH:3]=3)[N:8]=[CH:7][C:6]=2[C:12]#[N:13])[CH:20]=[CH:19][C:18]=1[F:21], predict the reactants needed to synthesize it. The reactants are: [NH2:1][C:2]1[CH:3]=[C:4]2[C:9](=[CH:10][CH:11]=1)[N:8]=[CH:7][C:6]([C:12]#[N:13])=[C:5]2[NH:14][C:15]1[CH:20]=[CH:19][C:18]([F:21])=[C:17]([Cl:22])[CH:16]=1.[CH:23]([C:25]1[N:26]([CH2:30][C:31]([O:33][CH3:34])=[O:32])[CH:27]=[CH:28][N:29]=1)=O.[BH3-]C#N.[Na+]. (3) Given the product [NH2:1][C@H:2]([C:10]([OH:12])=[O:11])[CH2:3][C:4]1[CH:9]=[CH:8][CH:7]=[CH:6][CH:5]=1.[NH2:20][N:21]1[CH2:27][C:25](=[O:26])[NH:24][C:22]1=[O:23], predict the reactants needed to synthesize it. The reactants are: [NH:1](C(OC(C)(C)C)=O)[C@H:2]([C:10]([OH:12])=[O:11])[CH2:3][C:4]1[CH:9]=[CH:8][CH:7]=[CH:6][CH:5]=1.[NH2:20][N:21]1[CH2:27][C:25](=[O:26])[NH:24][C:22]1=[O:23].